From a dataset of Full USPTO retrosynthesis dataset with 1.9M reactions from patents (1976-2016). Predict the reactants needed to synthesize the given product. (1) Given the product [NH2:15][C@H:11]([C:1]([OH:2])=[O:4])[CH2:10][CH2:9][S:8][CH3:7], predict the reactants needed to synthesize it. The reactants are: [C:1](=[O:4])([O-])[O-:2].[K+].[K+].[CH3:7][S:8][CH2:9][CH2:10][CH:11]1[NH:15]C(=O)NC1=O. (2) Given the product [CH3:1][N:2]1[CH:10]=[C:9]2[C:4]([CH:5]=[C:6]([C:11]3[C:12]4[C:19]([C:20]([O:22][CH2:40][CH2:41][CH3:42])=[O:21])=[CH:18][NH:17][C:13]=4[N:14]=[CH:15][N:16]=3)[CH:7]=[CH:8]2)=[N:3]1, predict the reactants needed to synthesize it. The reactants are: [CH3:1][N:2]1[CH:10]=[C:9]2[C:4]([CH:5]=[C:6]([C:11]3[C:12]4[C:19]([C:20]([OH:22])=[O:21])=[CH:18][N:17](COCC[Si](C)(C)C)[C:13]=4[N:14]=[CH:15][N:16]=3)[CH:7]=[CH:8]2)=[N:3]1.CN(C(ON1N=N[C:41]2[CH:42]=CC=N[C:40]1=2)=[N+](C)C)C.F[P-](F)(F)(F)(F)F.C(O)CC.CCN(C(C)C)C(C)C.C(=O)(O)[O-].[Na+].[F-].[Cs+].C(O)(C(F)(F)F)=O.